This data is from Catalyst prediction with 721,799 reactions and 888 catalyst types from USPTO. The task is: Predict which catalyst facilitates the given reaction. (1) Reactant: [Si:1]([O:8][CH2:9][CH2:10][CH2:11]/[CH:12]=[CH:13]/[C:14]([O:16]CC)=[O:15])([C:4]([CH3:7])([CH3:6])[CH3:5])([CH3:3])[CH3:2].[Li+].[OH-]. Product: [Si:1]([O:8][CH2:9][CH2:10][CH2:11]/[CH:12]=[CH:13]/[C:14]([OH:16])=[O:15])([C:4]([CH3:7])([CH3:6])[CH3:5])([CH3:3])[CH3:2]. The catalyst class is: 87. (2) Reactant: [CH3:1][C:2]([C:4]1[CH:9]=[CH:8][C:7]([O:10][CH2:11][C:12]2[CH:17]=[CH:16][CH:15]=[CH:14][CH:13]=2)=[CH:6][CH:5]=1)=[O:3].[H-].[Na+].[C:20](OCC)(=[O:26])[C:21]([O:23][CH2:24][CH3:25])=[O:22].Cl. Product: [OH:26]/[C:20](=[CH:1]\[C:2](=[O:3])[C:4]1[CH:9]=[CH:8][C:7]([O:10][CH2:11][C:12]2[CH:17]=[CH:16][CH:15]=[CH:14][CH:13]=2)=[CH:6][CH:5]=1)/[C:21]([O:23][CH2:24][CH3:25])=[O:22]. The catalyst class is: 3. (3) Reactant: [CH3:1][O:2][C:3](=[O:21])[CH:4]=[CH:5][C:6]1[CH:11]=[CH:10][CH:9]=[C:8]([CH2:12][NH:13]C(OC(C)(C)C)=O)[CH:7]=1.[ClH:22].O1CCOCC1. Product: [ClH:22].[CH3:1][O:2][C:3](=[O:21])[CH:4]=[CH:5][C:6]1[CH:11]=[CH:10][CH:9]=[C:8]([CH2:12][NH2:13])[CH:7]=1. The catalyst class is: 5. (4) Reactant: O=P(Cl)(Cl)Cl.N1C=CC=CC=1.[CH2:12]([C:14]1[O:18][C:17]([C:19]([NH2:21])=O)=[CH:16][CH:15]=1)[CH3:13].Cl. Product: [CH2:12]([C:14]1[O:18][C:17]([C:19]#[N:21])=[CH:16][CH:15]=1)[CH3:13]. The catalyst class is: 6. (5) Reactant: [N:1]([C@H:4]1[CH2:9][CH2:8][N:7]([C:10]([O:12][C:13]([CH3:16])([CH3:15])[CH3:14])=[O:11])[CH2:6][C@@H:5]1[F:17])=[N+]=[N-]. Product: [NH2:1][C@H:4]1[CH2:9][CH2:8][N:7]([C:10]([O:12][C:13]([CH3:15])([CH3:14])[CH3:16])=[O:11])[CH2:6][C@@H:5]1[F:17]. The catalyst class is: 256. (6) Reactant: [OH:1][CH2:2][C:3]1[CH:4]=[C:5]([N:9]2[C:13]([NH:14][C:15]([NH:17][C:18]3[C:27]4[C:22](=[CH:23][CH:24]=[CH:25][CH:26]=4)[CH:21]=[CH:20][CH:19]=3)=[O:16])=[CH:12][C:11]([CH:28]([CH3:30])[CH3:29])=[N:10]2)[CH:6]=[CH:7][CH:8]=1. Product: [CH:2]([C:3]1[CH:4]=[C:5]([N:9]2[C:13]([NH:14][C:15]([NH:17][C:18]3[C:27]4[C:22](=[CH:23][CH:24]=[CH:25][CH:26]=4)[CH:21]=[CH:20][CH:19]=3)=[O:16])=[CH:12][C:11]([CH:28]([CH3:30])[CH3:29])=[N:10]2)[CH:6]=[CH:7][CH:8]=1)=[O:1]. The catalyst class is: 177. (7) Reactant: COC1C=CC(C[O:8][C:9](=[O:68])[CH:10]([NH:25][C:26]([NH:28][CH:29]([C:56]([O:58]CC2C=CC(OC)=CC=2)=[O:57])[CH2:30][CH2:31][CH2:32][CH2:33][NH:34][C:35]([C:37]2[CH:38]=[N:39][CH:40]=[C:41]([Sn](CCCC)(CCCC)CCCC)[CH:42]=2)=[O:36])=[O:27])[CH2:11][CH2:12][C:13]([O:15]CC2C=CC(OC)=CC=2)=[O:14])=CC=1.C(O)(=O)C.[I-:75].[Na+].ClN1C(=O)CCC1=O. Product: [C:56]([CH:29]([NH:28][C:26](=[O:27])[NH:25][CH:10]([CH2:11][CH2:12][C:13]([OH:15])=[O:14])[C:9]([OH:8])=[O:68])[CH2:30][CH2:31][CH2:32][CH2:33][NH:34][C:35]([C:37]1[CH:38]=[N:39][CH:40]=[C:41]([I:75])[CH:42]=1)=[O:36])([OH:58])=[O:57]. The catalyst class is: 5.